This data is from Reaction yield outcomes from USPTO patents with 853,638 reactions. The task is: Predict the reaction yield, written as a fraction of the theoretical maximum amount of product (1.0 means a 100% yield; for example, 0.34 means a 34% yield). (1) The reactants are [CH3:1][N:2]1[C:10]2[C:5](=[CH:6][CH:7]=[CH:8][CH:9]=2)[CH:4]=[CH:3]1.N1([C:20](=[O:28])[CH2:21][C:22]2[CH:27]=[CH:26][CH:25]=[CH:24][CH:23]=2)C2C=CC=CC=2N=N1.[Cl-].[Cl-].[Cl-].[Al+3].CO. The catalyst is ClCCl. The product is [CH3:1][N:2]1[C:10]2[C:5](=[CH:6][CH:7]=[CH:8][CH:9]=2)[C:4]([C:20](=[O:28])[CH2:21][C:22]2[CH:27]=[CH:26][CH:25]=[CH:24][CH:23]=2)=[CH:3]1. The yield is 0.580. (2) The reactants are [Br:1][C:2]1[CH:3]=[CH:4][C:5]2[C:11](=O)/[C:10](=[CH:13]/[N:14](C)C)/[CH2:9][CH2:8][O:7][C:6]=2[CH:17]=1.Cl.Cl.[NH2:20]N. The catalyst is C(O)(C)C.O. The product is [Br:1][C:2]1[CH:3]=[CH:4][C:5]2[C:11]3[C:10]([CH2:9][CH2:8][O:7][C:6]=2[CH:17]=1)=[CH:13][NH:14][N:20]=3. The yield is 0.900. (3) The reactants are C([CH:3]1[CH2:8][N:7]([C:9]2[CH:14]=[CH:13][C:12](I)=[CH:11][CH:10]=2)[C:6](=[O:16])[C:5]2[N:17]([C:23]3[CH:28]=[CH:27][C:26]([O:29][CH3:30])=[CH:25][CH:24]=3)[N:18]=[C:19]([C:20]([NH2:22])=[O:21])[C:4]1=2)C.C(OC([N:41]1[CH2:46][CH2:45][NH:44][C:43](=[O:47])[CH2:42]1)=O)C1C=CC=CC=1.C([O-])([O-])=O.[K+].[K+].CS(C)=O. The catalyst is CCOC(C)=O.O.[Cu]I. The product is [CH3:30][O:29][C:26]1[CH:25]=[CH:24][C:23]([N:17]2[C:5]3[C:6](=[O:16])[N:7]([C:9]4[CH:10]=[CH:11][C:12]([N:44]5[CH2:45][CH2:46][NH:41][CH2:42][C:43]5=[O:47])=[CH:13][CH:14]=4)[CH2:8][CH2:3][C:4]=3[C:19]([C:20]([NH2:22])=[O:21])=[N:18]2)=[CH:28][CH:27]=1. The yield is 0.330. (4) The reactants are [NH:1]1[C:9]2[C:4](=[CH:5][CH:6]=[C:7]3[O:12][CH2:11][CH2:10][C:8]3=2)[CH:3]=[C:2]1C(O)=O.O1C2C=C3C(CCN3)=CC=2C=C1C(O)=O.CCCCCCC. The catalyst is C1(OC2C=CC=CC=2)C=CC=CC=1. The product is [NH:1]1[C:9]2[C:4](=[CH:5][CH:6]=[C:7]3[O:12][CH2:11][CH2:10][C:8]3=2)[CH:3]=[CH:2]1. The yield is 0.0540. (5) The reactants are [NH2:1][C:2]1[CH:3]=[C:4]2[C:9](=[C:10]([Cl:12])[CH:11]=1)[N:8]=[CH:7][C:6]([C:13]#[N:14])=[C:5]2[NH:15][C:16]1[CH:21]=[CH:20][C:19]([F:22])=[C:18]([Cl:23])[CH:17]=1.[CH3:24][S:25]([C:28]1[CH:29]=[C:30]([CH:33]=[CH:34][CH:35]=1)[CH:31]=O)(=[O:27])=[O:26].[BH3-]C#N.[Na+]. The catalyst is CCO. The product is [CH3:24][S:25]([C:28]1[CH:29]=[C:30]([CH:33]=[CH:34][CH:35]=1)[CH2:31][NH:1][C:2]1[CH:3]=[C:4]2[C:9](=[C:10]([Cl:12])[CH:11]=1)[N:8]=[CH:7][C:6]([C:13]#[N:14])=[C:5]2[NH:15][C:16]1[CH:21]=[CH:20][C:19]([F:22])=[C:18]([Cl:23])[CH:17]=1)(=[O:26])=[O:27]. The yield is 0.120.